The task is: Regression. Given a peptide amino acid sequence and an MHC pseudo amino acid sequence, predict their binding affinity value. This is MHC class I binding data.. This data is from Peptide-MHC class I binding affinity with 185,985 pairs from IEDB/IMGT. The peptide sequence is HFDDVANGF. The binding affinity (normalized) is 0.0847. The MHC is HLA-B39:01 with pseudo-sequence HLA-B39:01.